This data is from Catalyst prediction with 721,799 reactions and 888 catalyst types from USPTO. The task is: Predict which catalyst facilitates the given reaction. Product: [ClH:1].[ClH:1].[CH2:4]([N:11]1[CH2:15][CH2:14][CH:13]([NH:16][C:17]2[N:22]=[CH:21][C:20](/[CH:23]=[CH:24]/[C:25]([NH:27][OH:28])=[O:26])=[CH:19][CH:18]=2)[CH2:12]1)[C:5]1[CH:6]=[CH:7][CH:8]=[CH:9][CH:10]=1. Reactant: [ClH:1].CO.[CH2:4]([N:11]1[CH2:15][CH2:14][CH:13]([NH:16][C:17]2[N:22]=[CH:21][C:20](/[CH:23]=[CH:24]/[C:25]([NH:27][O:28]C3CCCCO3)=[O:26])=[CH:19][CH:18]=2)[CH2:12]1)[C:5]1[CH:10]=[CH:9][CH:8]=[CH:7][CH:6]=1. The catalyst class is: 5.